This data is from Full USPTO retrosynthesis dataset with 1.9M reactions from patents (1976-2016). The task is: Predict the reactants needed to synthesize the given product. (1) Given the product [F:8][C:7]1[CH:6]=[CH:5][C:4]([C:9]2[N:14]=[C:13]([C:15]([O:17][CH3:18])=[O:16])[CH:12]=[C:11]([N:19]3[C:23]([CH3:24])=[CH:22][CH:21]=[N:20]3)[N:10]=2)=[CH:3][C:2]=1[C:26]#[C:25][C@:27]1([OH:34])[CH2:31][CH2:30][N:29]([CH3:32])[C:28]1=[O:33], predict the reactants needed to synthesize it. The reactants are: Br[C:2]1[CH:3]=[C:4]([C:9]2[N:14]=[C:13]([C:15]([O:17][CH3:18])=[O:16])[CH:12]=[C:11]([N:19]3[C:23]([CH3:24])=[CH:22][CH:21]=[N:20]3)[N:10]=2)[CH:5]=[CH:6][C:7]=1[F:8].[C:25]([C@:27]1([OH:34])[CH2:31][CH2:30][N:29]([CH3:32])[C:28]1=[O:33])#[CH:26]. (2) Given the product [CH3:25][O:24][C:7]1[CH:6]=[CH:5][C:4]2[N:3]=[C:2]([NH:34][C:31]3[CH:32]=[CH:33][C:28]([N:27]([CH3:35])[CH3:26])=[CH:29][CH:30]=3)[C:11]3=[N:12][NH:13][CH:14]=[C:10]3[C:9]=2[CH:8]=1, predict the reactants needed to synthesize it. The reactants are: Cl[C:2]1[C:11]2=[N:12][N:13](CC3C=CC(OC)=CC=3)[CH:14]=[C:10]2[C:9]2[CH:8]=[C:7]([O:24][CH3:25])[CH:6]=[CH:5][C:4]=2[N:3]=1.[CH3:26][N:27]([CH3:35])[C:28]1[CH:33]=[CH:32][C:31]([NH2:34])=[CH:30][CH:29]=1.Cl. (3) Given the product [OH:11][C:4]1[CH:5]=[C:6]([CH:9]=[CH:10][C:3]=1[CH:1]=[N:18][OH:19])[C:7]#[N:8], predict the reactants needed to synthesize it. The reactants are: [CH:1]([C:3]1[CH:10]=[CH:9][C:6]([C:7]#[N:8])=[CH:5][C:4]=1[OH:11])=O.C([O-])(=O)C.[Na+].Cl.[NH2:18][OH:19]. (4) Given the product [CH:15]1([NH:21][SiH:2]2[N:6]([C:7]([CH3:10])([CH3:9])[CH3:8])[CH:5]=[CH:4][N:3]2[C:11]([CH3:14])([CH3:13])[CH3:12])[CH2:20][CH2:19][CH2:18][CH2:17][CH2:16]1, predict the reactants needed to synthesize it. The reactants are: Cl[SiH:2]1[N:6]([C:7]([CH3:10])([CH3:9])[CH3:8])[CH:5]=[CH:4][N:3]1[C:11]([CH3:14])([CH3:13])[CH3:12].[CH:15]1([NH2:21])[CH2:20][CH2:19][CH2:18][CH2:17][CH2:16]1. (5) Given the product [NH2:8][C:4]1[N:5]=[CH:6][N:7]=[C:2]([NH:15][C@H:16]([C:19]2[N:28]([C:29]3[CH:34]=[CH:33][CH:32]=[CH:31][C:30]=3[CH3:35])[C:27](=[O:36])[C:26]3[C:21](=[CH:22][CH:23]=[CH:24][C:25]=3[CH3:37])[N:20]=2)[CH2:17][CH3:18])[C:3]=1[C:9]1[O:13][N:12]=[C:11]([CH3:14])[N:10]=1, predict the reactants needed to synthesize it. The reactants are: Cl[C:2]1[N:7]=[CH:6][N:5]=[C:4]([NH2:8])[C:3]=1[C:9]1[O:13][N:12]=[C:11]([CH3:14])[N:10]=1.[NH2:15][CH:16]([C:19]1[N:28]([C:29]2[CH:34]=[CH:33][CH:32]=[CH:31][C:30]=2[CH3:35])[C:27](=[O:36])[C:26]2[C:21](=[CH:22][CH:23]=[CH:24][C:25]=2[CH3:37])[N:20]=1)[CH2:17][CH3:18].CCN(C(C)C)C(C)C. (6) Given the product [Cl:20][C:17]1[CH:16]=[CH:15][C:14]([C:13]2[N:9]([C:4]3[CH:5]=[CH:6][CH:7]=[CH:8][C:3]=3[Cl:2])[N:10]=[C:11]([CH:22]3[O:27][CH2:26][CH2:25][N:24]([S:38]([CH:35]([CH3:37])[CH3:36])(=[O:40])=[O:39])[CH2:23]3)[C:12]=2[CH3:21])=[CH:19][CH:18]=1, predict the reactants needed to synthesize it. The reactants are: Cl.[Cl:2][C:3]1[CH:8]=[CH:7][CH:6]=[CH:5][C:4]=1[N:9]1[C:13]([C:14]2[CH:19]=[CH:18][C:17]([Cl:20])=[CH:16][CH:15]=2)=[C:12]([CH3:21])[C:11]([CH:22]2[O:27][CH2:26][CH2:25][NH:24][CH2:23]2)=[N:10]1.C(N(CC)CC)C.[CH:35]([S:38](Cl)(=[O:40])=[O:39])([CH3:37])[CH3:36]. (7) The reactants are: [CH:1]1([CH:7]([N:11]2[C:15]3[CH:16]=[C:17]([F:21])[C:18]([F:20])=[CH:19][C:14]=3[N:13]=[C:12]2[C:22]2[C:23]([O:30][CH3:31])=[N:24][C:25]([O:28][CH3:29])=[CH:26][CH:27]=2)[C:8](O)=[O:9])[CH2:6][CH2:5][CH2:4][CH2:3][CH2:2]1.C(N(CC)CC)C.CN(C(ON1N=NC2C=CC=NC1=2)=[N+](C)C)C.F[P-](F)(F)(F)(F)F.Cl.[NH2:64][C@H:65]1[CH2:70][CH2:69][C@H:68]([OH:71])[CH2:67][CH2:66]1. Given the product [CH:1]1([CH:7]([N:11]2[C:15]3[CH:16]=[C:17]([F:21])[C:18]([F:20])=[CH:19][C:14]=3[N:13]=[C:12]2[C:22]2[C:23]([O:30][CH3:31])=[N:24][C:25]([O:28][CH3:29])=[CH:26][CH:27]=2)[C:8]([NH:64][C@H:65]2[CH2:70][CH2:69][C@H:68]([OH:71])[CH2:67][CH2:66]2)=[O:9])[CH2:6][CH2:5][CH2:4][CH2:3][CH2:2]1, predict the reactants needed to synthesize it.